This data is from Forward reaction prediction with 1.9M reactions from USPTO patents (1976-2016). The task is: Predict the product of the given reaction. (1) Given the reactants [N:1]1([C:7]2[N:12]=[C:11](C3C=C(CCCO)C=CC=3)[CH:10]=[C:9]([N:23]3[CH2:28][CH2:27][N:26]([C:29]4[C:34]([C:35]([F:38])([F:37])[F:36])=[CH:33][CH:32]=[CH:31][N:30]=4)[CH2:25][CH2:24]3)[N:8]=2)[CH2:6][CH2:5][O:4][CH2:3][CH2:2]1.C(N(CC)CC)C.CS([Cl:50])(=O)=O, predict the reaction product. The product is: [Cl:50][C:11]1[CH:10]=[C:9]([N:23]2[CH2:28][CH2:27][N:26]([C:29]3[C:34]([C:35]([F:37])([F:38])[F:36])=[CH:33][CH:32]=[CH:31][N:30]=3)[CH2:25][CH2:24]2)[N:8]=[C:7]([N:1]2[CH2:6][CH2:5][O:4][CH2:3][CH2:2]2)[N:12]=1. (2) Given the reactants [CH3:1][C:2]1[O:6][C:5]([C:7]2[CH:12]=[CH:11][C:10](C)=[CH:9][CH:8]=2)=[N:4][C:3]=1[CH2:14][CH2:15][O:16][C:17]1[CH:22]=[CH:21][C:20]([CH2:23][C@H:24]([NH:30][CH2:31]C2C=CC(F)=CC=2)[C:25]([O:27][CH2:28]C)=[O:26])=[CH:19][CH:18]=1.[F:39][C:40]1[CH:47]=[CH:46][CH:45]=[C:44]([F:48])[C:41]=1C=O, predict the reaction product. The product is: [CH3:1][C:2]1[O:6][C:5]([C:7]2[CH:12]=[CH:11][CH:10]=[CH:9][CH:8]=2)=[N:4][C:3]=1[CH2:14][CH2:15][O:16][C:17]1[CH:22]=[CH:21][C:20]([CH2:23][C@H:24]([NH:30][CH2:31][C:41]2[C:40]([F:39])=[CH:47][CH:46]=[CH:45][C:44]=2[F:48])[C:25]([O:27][CH3:28])=[O:26])=[CH:19][CH:18]=1.